From a dataset of Forward reaction prediction with 1.9M reactions from USPTO patents (1976-2016). Predict the product of the given reaction. (1) Given the reactants C(OC([N:8]1[CH2:12][C@@H:11]([CH2:13][O:14][CH3:15])[CH2:10][C@H:9]1[C:16]1[NH:20][C:19]2[C:21]3[C:26]([CH:27]=[CH:28][C:18]=2[N:17]=1)=[CH:25][C:24]1[C:29]2[C:34]([CH2:35][O:36][C:23]=1[CH:22]=3)=[CH:33][C:32]([C:37]1[CH:38]=[CH:39][C:40]3[N:44]=[C:43]([C@@H:45]4[CH2:49][CH2:48][CH2:47][N:46]4[C:50](=[O:60])[C@@H:51]([NH:55][C:56]([O:58][CH3:59])=[O:57])[CH:52]([CH3:54])[CH3:53])[NH:42][C:41]=3[CH:61]=1)=[CH:31][CH:30]=2)=O)(C)(C)C.Cl.[CH3:63][O:64][C:65]([NH:67][C@@H:68]([CH:72]([CH3:74])[CH3:73])[C:69](O)=[O:70])=[O:66].CN(C(ON1N=NC2C=CC=NC1=2)=[N+](C)C)C.F[P-](F)(F)(F)(F)F.C(N(C(C)C)CC)(C)C, predict the reaction product. The product is: [CH3:59][O:58][C:56]([NH:55][C@@H:51]([CH:52]([CH3:53])[CH3:54])[C:50]([N:46]1[CH2:47][CH2:48][CH2:49][C@H:45]1[C:43]1[NH:42][C:41]2[CH:61]=[C:37]([C:32]3[CH:33]=[C:34]4[CH2:35][O:36][C:23]5[CH:22]=[C:21]6[C:26]([CH:27]=[CH:28][C:18]7[N:17]=[C:16]([C@@H:9]8[CH2:10][C@H:11]([CH2:13][O:14][CH3:15])[CH2:12][N:8]8[C@@:68]([NH:67][C:65](=[O:66])[O:64][CH3:63])([CH:72]([CH3:74])[CH3:73])[CH:69]=[O:70])[NH:20][C:19]=76)=[CH:25][C:24]=5[C:29]4=[CH:30][CH:31]=3)[CH:38]=[CH:39][C:40]=2[N:44]=1)=[O:60])=[O:57]. (2) Given the reactants [Cl:1][C:2]1[C:7]([NH:8][C:9]2[N:14]=[C:13]([NH:15][CH2:16][CH3:17])[C:12]3=[N:18][CH:19]=[C:20]([C:21]#[N:22])[N:11]3[N:10]=2)=[CH:6][C:5]([C:23]#[N:24])=[CH:4][C:3]=1[N:25]1[CH2:30][CH2:29][C@@H:28]([NH:31][C:32](=[O:35])[O:33][CH3:34])[C@H:27]([O:36][CH2:37]SC)[CH2:26]1.C1C(=O)N(I)C(=O)C1.[P:48](=[O:52])([OH:51])([OH:50])[OH:49].[O-]S([O-])(=S)=O.[Na+:58].[Na+].C([O-])([O-])=O.[Na+].[Na+], predict the reaction product. The product is: [P:48]([O-:52])([O-:51])([O:50][CH2:37][O:36][C@H:27]1[C@H:28]([NH:31][C:32]([O:33][CH3:34])=[O:35])[CH2:29][CH2:30][N:25]([C:3]2[CH:4]=[C:5]([C:23]#[N:24])[CH:6]=[C:7]([NH:8][C:9]3[N:14]=[C:13]([NH:15][CH2:16][CH3:17])[C:12]4=[N:18][CH:19]=[C:20]([C:21]#[N:22])[N:11]4[N:10]=3)[C:2]=2[Cl:1])[CH2:26]1)=[O:49].[Na+:58].[Na+:58]. (3) Given the reactants [C:1]([C:4]1[C:12]2[C:7](=[CH:8][C:9]([CH3:14])=[C:10]([OH:13])[CH:11]=2)[N:6]([CH2:15][C:16]([O:18][CH3:19])=[O:17])[N:5]=1)(=[O:3])[CH3:2].Cl[CH2:21][C:22]1[N:27]=[CH:26][CH:25]=[CH:24][N:23]=1.C([O-])([O-])=O.[Cs+].[Cs+], predict the reaction product. The product is: [C:1]([C:4]1[C:12]2[C:7](=[CH:8][C:9]([CH3:14])=[C:10]([O:13][CH2:21][C:22]3[N:27]=[CH:26][CH:25]=[CH:24][N:23]=3)[CH:11]=2)[N:6]([CH2:15][C:16]([O:18][CH3:19])=[O:17])[N:5]=1)(=[O:3])[CH3:2].